From a dataset of HIV replication inhibition screening data with 41,000+ compounds from the AIDS Antiviral Screen. Binary Classification. Given a drug SMILES string, predict its activity (active/inactive) in a high-throughput screening assay against a specified biological target. The compound is Cc1nc2c3c(ncn2n1)Oc1c(c(-c2ccccc2)nn1-c1ccccc1)C3c1ccc(Cl)cc1. The result is 0 (inactive).